Predict which catalyst facilitates the given reaction. From a dataset of Catalyst prediction with 721,799 reactions and 888 catalyst types from USPTO. Product: [CH2:2]([NH:9][C:10]1[C:11]2[CH2:31][CH2:30][NH:29][CH2:28][C:12]=2[N:13]=[C:14]([NH:16][C:17]2[CH:18]=[CH:19][C:20]([C:23]3[O:27][CH:26]=[N:25][CH:24]=3)=[CH:21][CH:22]=2)[N:15]=1)[C:3]1[CH:4]=[CH:5][CH:6]=[CH:7][CH:8]=1. The catalyst class is: 5. Reactant: Cl.[CH2:2]([NH:9][C:10]1[C:11]2[CH2:31][CH2:30][N:29](C(OC(C)(C)C)=O)[CH2:28][C:12]=2[N:13]=[C:14]([NH:16][C:17]2[CH:22]=[CH:21][C:20]([C:23]3[O:27][CH:26]=[N:25][CH:24]=3)=[CH:19][CH:18]=2)[N:15]=1)[C:3]1[CH:8]=[CH:7][CH:6]=[CH:5][CH:4]=1.